Dataset: Forward reaction prediction with 1.9M reactions from USPTO patents (1976-2016). Task: Predict the product of the given reaction. (1) Given the reactants [Cl:1][C:2]1[CH:7]=[CH:6][CH:5]=[C:4]([F:8])[C:3]=1[C:9]1[NH:13][C:12](=[O:14])[N:11]([C:15]2[CH:24]=[CH:23][C:18]([C:19]([O:21]C)=O)=[CH:17][CH:16]=2)[N:10]=1.[Cl:25][C:26]1[CH:27]=[CH:28][C:29]([CH3:33])=[C:30]([CH:32]=1)[NH2:31].C[Al](C)C, predict the reaction product. The product is: [Cl:25][C:26]1[CH:27]=[CH:28][C:29]([CH3:33])=[C:30]([NH:31][C:19](=[O:21])[C:18]2[CH:23]=[CH:24][C:15]([N:11]3[C:12](=[O:14])[NH:13][C:9]([C:3]4[C:4]([F:8])=[CH:5][CH:6]=[CH:7][C:2]=4[Cl:1])=[N:10]3)=[CH:16][CH:17]=2)[CH:32]=1. (2) Given the reactants [CH:1]1([N:4]2[C:9](=[O:10])[C:8]3[CH:11]=[N:12][C:13]4[N:17]([CH2:18][O:19][CH2:20][CH2:21][Si:22]([CH3:25])([CH3:24])[CH3:23])[CH:16]=[CH:15][C:14]=4[C:7]=3[N:6]([C@H:26]3[CH2:31][CH2:30][C@H:29]([CH:32](OC)[O:33]C)[CH2:28][CH2:27]3)[CH2:5]2)[CH2:3][CH2:2]1.CC(C)=O.O.C1(C)C=CC(S(O)(=O)=O)=CC=1.C(=O)([O-])O.[Na+], predict the reaction product. The product is: [CH:1]1([N:4]2[C:9](=[O:10])[C:8]3[CH:11]=[N:12][C:13]4[N:17]([CH2:18][O:19][CH2:20][CH2:21][Si:22]([CH3:25])([CH3:24])[CH3:23])[CH:16]=[CH:15][C:14]=4[C:7]=3[N:6]([C@H:26]3[CH2:27][CH2:28][C@H:29]([CH:32]=[O:33])[CH2:30][CH2:31]3)[CH2:5]2)[CH2:2][CH2:3]1. (3) Given the reactants [N+:1]([C:4]1[CH:5]=[C:6]([CH2:10][S:11]([NH-:14])(=[O:13])=[O:12])[CH:7]=[CH:8][CH:9]=1)([O-])=O, predict the reaction product. The product is: [NH2:1][C:4]1[CH:5]=[C:6]([CH2:10][S:11]([NH2:14])(=[O:12])=[O:13])[CH:7]=[CH:8][CH:9]=1. (4) Given the reactants [CH3:1][C:2]1([CH3:12])[O:6][CH:5]([CH2:7][CH2:8][CH2:9][CH2:10]O)[CH2:4][O:3]1.CCN(C(C)C)C(C)C.S(Cl)([Cl:24])=O.C([O-])(O)=O.[Na+], predict the reaction product. The product is: [Cl:24][CH2:10][CH2:9][CH2:8][CH2:7][CH:5]1[CH2:4][O:3][C:2]([CH3:12])([CH3:1])[O:6]1. (5) Given the reactants Br[C:2]1[C:6]2[CH:7]=[C:8]3[C:13](=[CH:14][C:5]=2[N:4]([C:29]([C:42]2[CH:47]=[CH:46][CH:45]=[CH:44][CH:43]=2)([C:36]2[CH:41]=[CH:40][CH:39]=[CH:38][CH:37]=2)[C:30]2[CH:35]=[CH:34][CH:33]=[CH:32][CH:31]=2)[N:3]=1)[NH:12][C:11](=[O:15])[N:10]([C@@H:16]1[CH2:21][CH2:20][CH2:19][N:18]([C:22]([O:24][C:25]([CH3:28])([CH3:27])[CH3:26])=[O:23])[CH2:17]1)[CH2:9]3.B(O)(O)[C:49]1[CH:54]=[N:53][C:52]([O:55][CH3:56])=[N:51][CH:50]=1.C([O-])([O-])=O.[K+].[K+], predict the reaction product. The product is: [CH3:56][O:55][C:52]1[N:53]=[CH:54][C:49]([C:2]2[C:6]3[CH:7]=[C:8]4[C:13](=[CH:14][C:5]=3[N:4]([C:29]([C:42]3[CH:47]=[CH:46][CH:45]=[CH:44][CH:43]=3)([C:36]3[CH:41]=[CH:40][CH:39]=[CH:38][CH:37]=3)[C:30]3[CH:35]=[CH:34][CH:33]=[CH:32][CH:31]=3)[N:3]=2)[NH:12][C:11](=[O:15])[N:10]([C@@H:16]2[CH2:21][CH2:20][CH2:19][N:18]([C:22]([O:24][C:25]([CH3:28])([CH3:27])[CH3:26])=[O:23])[CH2:17]2)[CH2:9]4)=[CH:50][N:51]=1. (6) Given the reactants [CH2:1]([O:8][C:9]([N:11]1[CH2:17][CH2:16][CH2:15][CH:14]([NH:18][C:19](=[O:26])[C@@H:20]([NH2:25])[CH2:21][CH:22]([CH3:24])[CH3:23])[CH:13]([OH:27])[CH2:12]1)=[O:10])[C:2]1[CH:7]=[CH:6][CH:5]=[CH:4][CH:3]=1.C(Cl)CCl.C1C=CC2N(O)N=NC=2C=1.[O:42]1[C:46]2[CH:47]=[CH:48][CH:49]=[CH:50][C:45]=2[CH:44]=[C:43]1[C:51](O)=[O:52], predict the reaction product. The product is: [CH2:1]([O:8][C:9]([N:11]1[CH2:17][CH2:16][CH2:15][CH:14]([NH:18][C:19](=[O:26])[C@@H:20]([NH:25][C:51]([C:43]2[O:42][C:46]3[CH:47]=[CH:48][CH:49]=[CH:50][C:45]=3[CH:44]=2)=[O:52])[CH2:21][CH:22]([CH3:24])[CH3:23])[CH:13]([OH:27])[CH2:12]1)=[O:10])[C:2]1[CH:7]=[CH:6][CH:5]=[CH:4][CH:3]=1.